From a dataset of Forward reaction prediction with 1.9M reactions from USPTO patents (1976-2016). Predict the product of the given reaction. (1) Given the reactants [Cl:1][C:2]1[CH:7]=[CH:6][CH:5]=[CH:4][C:3]=1[C:8]1[CH:17]=[C:16]([S:18](Cl)(=[O:20])=[O:19])[CH:15]=[C:14]2[C:9]=1[CH2:10][N:11]([CH2:31][C:32]1[CH:37]=[CH:36][C:35]([O:38][CH3:39])=[CH:34][CH:33]=1)[C:12](=[O:30])[N:13]2[C:22]1[C:27]([Cl:28])=[CH:26][CH:25]=[CH:24][C:23]=1[Cl:29].[CH:40]([N:43]1[CH2:48][CH2:47][NH:46][CH2:45][CH2:44]1)([CH3:42])[CH3:41], predict the reaction product. The product is: [Cl:1][C:2]1[CH:7]=[CH:6][CH:5]=[CH:4][C:3]=1[C:8]1[CH:17]=[C:16]([S:18]([N:46]2[CH2:47][CH2:48][N:43]([CH:40]([CH3:42])[CH3:41])[CH2:44][CH2:45]2)(=[O:20])=[O:19])[CH:15]=[C:14]2[C:9]=1[CH2:10][N:11]([CH2:31][C:32]1[CH:37]=[CH:36][C:35]([O:38][CH3:39])=[CH:34][CH:33]=1)[C:12](=[O:30])[N:13]2[C:22]1[C:27]([Cl:28])=[CH:26][CH:25]=[CH:24][C:23]=1[Cl:29]. (2) The product is: [CH2:18]1[O:17][C:16]2[CH:3]=[C:4]3[C:5]([C:6]([C:8]4[CH:9]=[CH:10][C:11]5[O:27][CH2:28][CH2:29][O:31][C:12]=5[CH:13]=4)=[N:25][C:24](=[O:23])[NH:22]3)=[CH:14][C:15]=2[O:19]1. Given the reactants C1CO[C:16]23[O:17][CH2:18][O:19][C:15]2=[CH:14][C:5]([C:6]([C:8]2[CH:13]=[CH:12][CH:11]=[CH:10][CH:9]=2)=O)=[C:4]([NH2:22])[CH:3]3O1.[O-:23][C:24]#[N:25].[Na+].[OH2:27].[CH3:28][C:29]([OH:31])=O, predict the reaction product. (3) Given the reactants I[CH2:2][O:3][C:4](=[S:10])[O:5][CH:6]([CH2:8][CH3:9])[CH3:7].[CH2:11]([O:18][P:19]([O-:29])([O:21][CH2:22][C:23]1[CH:28]=[CH:27][CH:26]=[CH:25][CH:24]=1)=[O:20])[C:12]1[CH:17]=[CH:16][CH:15]=[CH:14][CH:13]=1.C([N+](CCCC)(CCCC)CCCC)CCC, predict the reaction product. The product is: [C:4](=[S:10])([O:5][CH:6]([CH2:8][CH3:9])[CH3:7])[O:3][CH2:2][O:29][P:19]([O:18][CH2:11][C:12]1[CH:17]=[CH:16][CH:15]=[CH:14][CH:13]=1)([O:21][CH2:22][C:23]1[CH:28]=[CH:27][CH:26]=[CH:25][CH:24]=1)=[O:20]. (4) Given the reactants [CH3:1][C:2]1([CH3:32])[CH2:11][C:10]2[C:5](=[CH:6][CH:7]=[C:8]([C:12]([O:14][CH3:15])=[O:13])[CH:9]=2)[N:4]=[C:3]1[C:16]1[CH:21]=[CH:20][CH:19]=[C:18]([S:22](=[O:31])(=[O:30])[NH:23][C:24]2[CH:29]=[CH:28][CH:27]=[CH:26][CH:25]=2)[CH:17]=1, predict the reaction product. The product is: [CH3:15][O:14][C:12]([C:8]1[CH:9]=[C:10]2[C:5](=[CH:6][CH:7]=1)[NH:4][CH:3]([C:16]1[CH:21]=[CH:20][CH:19]=[C:18]([S:22](=[O:31])(=[O:30])[NH:23][C:24]3[CH:25]=[CH:26][CH:27]=[CH:28][CH:29]=3)[CH:17]=1)[C:2]([CH3:32])([CH3:1])[CH2:11]2)=[O:13]. (5) Given the reactants [CH3:1][O:2][C:3]1[CH:8]=[C:7]([CH3:9])[CH:6]=[CH:5][C:4]=1[CH2:10][C:11]([O:13][CH2:14]C)=[O:12].[CH3:16][Si]([N-][Si](C)(C)C)(C)C.[Na+].CI, predict the reaction product. The product is: [CH3:1][O:2][C:3]1[CH:8]=[C:7]([CH3:9])[CH:6]=[CH:5][C:4]=1[CH:10]([CH3:16])[C:11]([O:13][CH3:14])=[O:12]. (6) Given the reactants [C:1]([C:4]1[N:9]=[C:8]([NH:10][C:11](=[O:17])[O:12][C:13]([CH3:16])([CH3:15])[CH3:14])[CH:7]=[CH:6][CH:5]=1)(=O)[NH2:2].C(N(CC)CC)C.FC(F)(F)C(OC(=O)C(F)(F)F)=O, predict the reaction product. The product is: [C:1]([C:4]1[N:9]=[C:8]([NH:10][C:11](=[O:17])[O:12][C:13]([CH3:15])([CH3:14])[CH3:16])[CH:7]=[CH:6][CH:5]=1)#[N:2]. (7) Given the reactants [CH2:1]1[N:6]([CH:7]([C:10]2[CH:11]=[N:12][CH:13]=[N:14][CH:15]=2)[C:8]#[N:9])[CH2:5][CH2:4][N:3]2[CH2:16][CH2:17][CH2:18][C@H:2]12.[OH:19]S(O)(=O)=O.[NH4+].[OH-], predict the reaction product. The product is: [CH2:1]1[N:6]([CH:7]([C:10]2[CH:15]=[N:14][CH:13]=[N:12][CH:11]=2)[C:8]([NH2:9])=[O:19])[CH2:5][CH2:4][N:3]2[CH2:16][CH2:17][CH2:18][C@H:2]12. (8) Given the reactants [CH2:1]([CH:3]1[N:12]2[C:7](=[CH:8][C:9](=[O:18])[C:10]([C:13]([O:15]CC)=[O:14])=[CH:11]2)[C:6]2[CH:19]=[C:20]([O:31][CH3:32])[C:21]([O:23][CH2:24][CH2:25][N:26]3[CH2:30][CH2:29][CH2:28][CH2:27]3)=[CH:22][C:5]=2[CH2:4]1)[CH3:2].O[Li].O, predict the reaction product. The product is: [CH2:1]([CH:3]1[N:12]2[C:7](=[CH:8][C:9](=[O:18])[C:10]([C:13]([OH:15])=[O:14])=[CH:11]2)[C:6]2[CH:19]=[C:20]([O:31][CH3:32])[C:21]([O:23][CH2:24][CH2:25][N:26]3[CH2:27][CH2:28][CH2:29][CH2:30]3)=[CH:22][C:5]=2[CH2:4]1)[CH3:2].